From a dataset of Full USPTO retrosynthesis dataset with 1.9M reactions from patents (1976-2016). Predict the reactants needed to synthesize the given product. (1) Given the product [N:17]1([CH2:16][C:14]2[NH:13][C:12]3[CH:23]=[CH:24][C:9]([NH:8][C:6]4[N:5]=[C:4]([NH:25][CH2:26][C:27]5[S:28][CH:29]=[CH:30][CH:31]=5)[N:3]=[C:2]([C:32]#[N:33])[N:7]=4)=[CH:10][C:11]=3[N:15]=2)[CH2:22][CH2:21][O:20][CH2:19][CH2:18]1, predict the reactants needed to synthesize it. The reactants are: Cl[C:2]1[N:7]=[C:6]([NH:8][C:9]2[CH:24]=[CH:23][C:12]3[NH:13][C:14]([CH2:16][N:17]4[CH2:22][CH2:21][O:20][CH2:19][CH2:18]4)=[N:15][C:11]=3[CH:10]=2)[N:5]=[C:4]([NH:25][CH2:26][C:27]2[S:28][CH:29]=[CH:30][CH:31]=2)[N:3]=1.[C-:32]#[N:33].[Na+].CS(C)=O. (2) Given the product [NH:7]1[C:2]2[CH:3]=[CH:4][CH:5]=[CH:6][C:1]=2[N:8]=[C:12]1[CH2:11][N:10]([CH2:15][C:16]1[NH:8][C:1]2[CH:6]=[CH:5][CH:4]=[CH:3][C:2]=2[N:7]=1)[CH3:9], predict the reactants needed to synthesize it. The reactants are: [C:1]1([NH2:8])[CH:6]=[CH:5][CH:4]=[CH:3][C:2]=1[NH2:7].[CH3:9][N:10]([CH2:15][C:16](O)=O)[CH2:11][C:12](O)=O. (3) The reactants are: O1CCN([C:7]2[N:12]=[C:11](C3CCOCC3)[N:10]=[C:9]([C:19]3[CH:20]=[N:21][C:22]([NH2:25])=[N:23][CH:24]=3)[CH:8]=2)CC1.N1CCOCC1. Given the product [N:12]1[CH:7]=[CH:8][C:9]([C:19]2[CH:24]=[N:23][C:22]([NH2:25])=[N:21][CH:20]=2)=[N:10][CH:11]=1, predict the reactants needed to synthesize it. (4) The reactants are: [F:1][C:2]1[CH:7]=[C:6]([I:8])[CH:5]=[CH:4][C:3]=1[NH:9][C:10]1[CH:18]=[N:17][CH:16]=[CH:15][C:11]=1[C:12]([OH:14])=O.[CH2:19]([CH2:21][NH2:22])[OH:20]. Given the product [F:1][C:2]1[CH:7]=[C:6]([I:8])[CH:5]=[CH:4][C:3]=1[NH:9][C:10]1[CH:18]=[N:17][CH:16]=[CH:15][C:11]=1[C:12]([NH:22][CH2:21][CH2:19][OH:20])=[O:14], predict the reactants needed to synthesize it. (5) Given the product [CH3:23][S:24]([O:15][CH2:14][C:13]1[C:9]([C:6]2[CH:5]=[CH:4][C:3]([CH2:1][CH3:2])=[CH:8][CH:7]=2)=[N:10][S:11][C:12]=1[C:16]([F:22])([F:21])[C:17]([F:18])([F:19])[F:20])(=[O:26])=[O:25], predict the reactants needed to synthesize it. The reactants are: [CH2:1]([C:3]1[CH:8]=[CH:7][C:6]([C:9]2[C:13]([CH2:14][OH:15])=[C:12]([C:16]([F:22])([F:21])[C:17]([F:20])([F:19])[F:18])[S:11][N:10]=2)=[CH:5][CH:4]=1)[CH3:2].[CH3:23][S:24](Cl)(=[O:26])=[O:25].C(N(CC)CC)C.